Task: Predict the product of the given reaction.. Dataset: Forward reaction prediction with 1.9M reactions from USPTO patents (1976-2016) (1) Given the reactants CO/[CH:3]=[CH:4]/[C:5](=[O:7])[CH3:6].[F:8][CH:9]([F:15])[C:10](OCC)=O.CC(C)([O-])C.[K+].C(O)(=O)C.[NH3:26], predict the reaction product. The product is: [F:8][CH:9]([F:15])[C:10]1[CH:6]=[C:5]([OH:7])[CH:4]=[CH:3][N:26]=1. (2) Given the reactants [CH:1]1([O:6][C:7]2[CH:8]=[C:9]([CH:15]3[CH2:19][N:18]([C:20]4[CH:21]=[C:22]([CH:25]=[CH:26][CH:27]=4)[C:23]#[N:24])[C:17](=[O:28])[CH2:16]3)[CH:10]=[CH:11][C:12]=2[O:13][CH3:14])[CH2:5][CH2:4][CH2:3][CH2:2]1.[OH-].[Na+].OO.[OH:33]S(O)(=O)=O, predict the reaction product. The product is: [CH:1]1([O:6][C:7]2[CH:8]=[C:9]([CH:15]3[CH2:19][N:18]([C:20]4[CH:21]=[C:22]([CH:25]=[CH:26][CH:27]=4)[C:23]([NH2:24])=[O:33])[C:17](=[O:28])[CH2:16]3)[CH:10]=[CH:11][C:12]=2[O:13][CH3:14])[CH2:2][CH2:3][CH2:4][CH2:5]1. (3) Given the reactants [CH3:1][C:2]1[CH:7]=[C:6]([C:8]([CH3:10])=[O:9])[C:5]([OH:11])=[C:4]([N+:12]([O-:14])=[O:13])[CH:3]=1.[CH2:15]([O:22][C:23]1[CH:30]=[CH:29][C:26]([CH:27]=O)=[CH:25][C:24]=1[Cl:31])[C:16]1[CH:21]=[CH:20][CH:19]=[CH:18][CH:17]=1, predict the reaction product. The product is: [CH2:15]([O:22][C:23]1[CH:30]=[CH:29][C:26](/[CH:27]=[CH:10]/[C:8]([C:6]2[CH:7]=[C:2]([CH3:1])[CH:3]=[C:4]([N+:12]([O-:14])=[O:13])[C:5]=2[OH:11])=[O:9])=[CH:25][C:24]=1[Cl:31])[C:16]1[CH:17]=[CH:18][CH:19]=[CH:20][CH:21]=1. (4) Given the reactants Br[C:2]1[CH:3]=[C:4]2[C:10]([C:11]3[CH:12]=[N:13][N:14]([CH2:16][C:17]4[CH:22]=[CH:21][C:20]([O:23][CH3:24])=[CH:19][CH:18]=4)[CH:15]=3)=[CH:9][N:8]([S:25]([C:28]3[CH:34]=[CH:33][C:31]([CH3:32])=[CH:30][CH:29]=3)(=[O:27])=[O:26])[C:5]2=[N:6][CH:7]=1.CC1(C)C(C)(C)OB([C:43]2[CH:44]=[C:45]([NH:49][S:50]([CH3:53])(=[O:52])=[O:51])[CH:46]=[CH:47][CH:48]=2)O1.C(=O)([O-])[O-].[Na+].[Na+], predict the reaction product. The product is: [CH3:24][O:23][C:20]1[CH:19]=[CH:18][C:17]([CH2:16][N:14]2[CH:15]=[C:11]([C:10]3[C:4]4[C:5](=[N:6][CH:7]=[C:2]([C:43]5[CH:44]=[C:45]([NH:49][S:50]([CH3:53])(=[O:51])=[O:52])[CH:46]=[CH:47][CH:48]=5)[CH:3]=4)[N:8]([S:25]([C:28]4[CH:29]=[CH:30][C:31]([CH3:32])=[CH:33][CH:34]=4)(=[O:27])=[O:26])[CH:9]=3)[CH:12]=[N:13]2)=[CH:22][CH:21]=1. (5) Given the reactants [F:1][C:2]1[CH:7]=[CH:6][C:5]([F:8])=[CH:4][C:3]=1[CH:9]=[CH2:10].[Br:11][C:12]1[CH:13]=[C:14](B2OC(C)(C)C(C)(C)O2)[C:15]([F:18])=[N:16][CH:17]=1.C(=O)([O-])[O-].[Na+].[Na+], predict the reaction product. The product is: [Br:11][C:12]1[CH:13]=[C:14](/[CH:10]=[CH:9]/[C:3]2[CH:4]=[C:5]([F:8])[CH:6]=[CH:7][C:2]=2[F:1])[C:15]([F:18])=[N:16][CH:17]=1. (6) Given the reactants [NH2:1][C:2]1[N:10]=[CH:9][CH:8]=[CH:7][C:3]=1[C:4]([OH:6])=O.ON1C2C=CC=CC=2N=N1.CCN=C=NCCCN(C)C.[Cl:32][C:33]1[CH:47]=[C:46]([CH3:48])[C:45]([CH3:49])=[CH:44][C:34]=1[O:35][C:36]1[CH:43]=[CH:42][C:39]([CH2:40][NH2:41])=[CH:38][CH:37]=1.C(=O)(O)[O-].[Na+], predict the reaction product. The product is: [Cl:32][C:33]1[CH:47]=[C:46]([CH3:48])[C:45]([CH3:49])=[CH:44][C:34]=1[O:35][C:36]1[CH:43]=[CH:42][C:39]([CH2:40][NH:41][C:4](=[O:6])[C:3]2[CH:7]=[CH:8][CH:9]=[N:10][C:2]=2[NH2:1])=[CH:38][CH:37]=1. (7) Given the reactants [CH2:1]([O:3][C:4](=[O:17])[CH2:5][N:6]1[C:10](=[O:11])[CH:9]2[CH:12]=[C:13](Br)[S:14][CH:8]2[C:7]1=[O:16])[CH3:2].[O:18]([C:25]1[CH:30]=[CH:29][C:28](B(O)O)=[CH:27][CH:26]=1)[C:19]1[CH:24]=[CH:23][CH:22]=[CH:21][CH:20]=1, predict the reaction product. The product is: [CH2:1]([O:3][C:4](=[O:17])[CH2:5][N:6]1[C:10](=[O:11])[CH:9]2[CH:12]=[C:13]([C:28]3[CH:29]=[CH:30][C:25]([O:18][C:19]4[CH:24]=[CH:23][CH:22]=[CH:21][CH:20]=4)=[CH:26][CH:27]=3)[S:14][CH:8]2[C:7]1=[O:16])[CH3:2].